This data is from Forward reaction prediction with 1.9M reactions from USPTO patents (1976-2016). The task is: Predict the product of the given reaction. (1) Given the reactants [O:1]1CCO[CH:2]1[C:6]1[O:7][C:8]2[CH:16]=[CH:15][CH:14]=[CH:13][C:9]=2[C:10]=1[CH:11]=[O:12].C(O)=O, predict the reaction product. The product is: [O:7]1[C:8]2[CH:16]=[CH:15][CH:14]=[CH:13][C:9]=2[C:10]([CH:11]=[O:12])=[C:6]1[CH:2]=[O:1]. (2) Given the reactants [Cl:1][C:2]1[CH:10]=[CH:9][C:8]([C:11]2[N:12](C(OC(C)(C)C)=O)[C:13]3[C:18]([CH:19]=2)=[CH:17][CH:16]=[CH:15][CH:14]=3)=[C:7]2[C:3]=1[CH2:4][NH:5][C:6]2=[O:27].Cl.CO, predict the reaction product. The product is: [Cl:1][C:2]1[CH:10]=[CH:9][C:8]([C:11]2[NH:12][C:13]3[C:18]([CH:19]=2)=[CH:17][CH:16]=[CH:15][CH:14]=3)=[C:7]2[C:3]=1[CH2:4][NH:5][C:6]2=[O:27]. (3) Given the reactants O=[C:2]([CH3:21])[C:3](=[CH:6][C:7]1[C:19]2[C:18]3[C:13](=[CH:14][CH:15]=[CH:16][CH:17]=3)[C:12](=[O:20])[C:11]=2[CH:10]=[CH:9][CH:8]=1)[C:4]#[N:5].[CH:22]([O:25][C:26]1[N:31]=[C:30]([NH2:32])[N:29]=[C:28]([NH2:33])[CH:27]=1)([CH3:24])[CH3:23], predict the reaction product. The product is: [NH2:32][C:30]1[N:31]=[C:26]([O:25][CH:22]([CH3:24])[CH3:23])[C:27]2[CH:6]([C:7]3[C:19]4[C:18]5[C:13](=[CH:14][CH:15]=[CH:16][CH:17]=5)[C:12](=[O:20])[C:11]=4[CH:10]=[CH:9][CH:8]=3)[C:3]([C:4]#[N:5])=[C:2]([CH3:21])[NH:33][C:28]=2[N:29]=1. (4) Given the reactants CC1C=CC(S(OCC2CC3C=CC=C(C4C=CC=C(F)C=4)C=3O2)(=O)=O)=CC=1.[N-]=[N+]=[N-].[Na+].N(CC1CC2C=C(Cl)C=C(C3C=CSC=3)C=2O1)=[N+]=[N-].[N:52]([CH2:55][CH:56]1[CH2:60][C:59]2[CH:61]=[CH:62][CH:63]=[C:64]([C:65]3[CH:70]=[CH:69][CH:68]=[C:67]([F:71])[CH:66]=3)[C:58]=2[O:57]1)=[N+]=[N-].[N-]=[N+]=[N-], predict the reaction product. The product is: [F:71][C:67]1[CH:66]=[C:65]([C:64]2[C:58]3[O:57][CH:56]([CH2:55][NH2:52])[CH2:60][C:59]=3[CH:61]=[CH:62][CH:63]=2)[CH:70]=[CH:69][CH:68]=1. (5) Given the reactants [CH3:1][C:2]1[NH:3][C:4]2[C:9]([C:10]=1[C:11]([O:13][CH3:14])=[O:12])=[CH:8][CH:7]=[CH:6][CH:5]=2.Br[CH:16]([CH3:24])[C:17]([N:19]1[CH2:23][CH2:22][CH2:21][CH2:20]1)=[O:18].C(=O)([O-])[O-].[Cs+].[Cs+], predict the reaction product. The product is: [CH3:1][C:2]1[N:3]([CH:16]([CH3:24])[C:17](=[O:18])[N:19]2[CH2:23][CH2:22][CH2:21][CH2:20]2)[C:4]2[C:9]([C:10]=1[C:11]([O:13][CH3:14])=[O:12])=[CH:8][CH:7]=[CH:6][CH:5]=2. (6) Given the reactants [Br-].[Mg+2].[F:3][C:4]1[CH:9]=[CH:8][CH:7]=[CH:6][CH:5]=1.[Br-].[CH2:11]([N:18]1[CH2:25][C@H:24]2[C:26](=[O:27])[C@H:20]([CH2:21][O:22][CH2:23]2)[CH2:19]1)[C:12]1[CH:17]=[CH:16][CH:15]=[CH:14][CH:13]=1.O.[OH-].[Na+], predict the reaction product. The product is: [CH2:11]([N:18]1[CH2:19][CH:20]2[C:26]([C:7]3[CH:8]=[CH:9][C:4]([F:3])=[CH:5][CH:6]=3)([OH:27])[CH:24]([CH2:23][O:22][CH2:21]2)[CH2:25]1)[C:12]1[CH:13]=[CH:14][CH:15]=[CH:16][CH:17]=1.